The task is: Predict the product of the given reaction.. This data is from Forward reaction prediction with 1.9M reactions from USPTO patents (1976-2016). Given the reactants [C:1]1([C:7]2([C:10]#[N:11])[CH2:9][CH2:8]2)[CH:6]=[CH:5][CH:4]=[CH:3][CH:2]=1.[H-].[Al+3].[Li+].[H-].[H-].[H-].[CH2:18](OCC)C, predict the reaction product. The product is: [CH:9]1([CH:7]([C:1]2[CH:2]=[CH:3][CH:4]=[CH:5][CH:6]=2)[CH2:10][NH2:11])[CH2:8][CH2:18]1.